This data is from Forward reaction prediction with 1.9M reactions from USPTO patents (1976-2016). The task is: Predict the product of the given reaction. (1) Given the reactants [C:1]([O:5][C:6]([NH:8][C@H:9]1[CH2:14][CH2:13][C@H:12](OS(C)(=O)=O)[CH2:11][CH2:10]1)=[O:7])([CH3:4])([CH3:3])[CH3:2].[N-:20]=[N+:21]=[N-:22].[Na+], predict the reaction product. The product is: [C:1]([O:5][C:6](=[O:7])[NH:8][C@H:9]1[CH2:14][CH2:13][C@@H:12]([N:20]=[N+:21]=[N-:22])[CH2:11][CH2:10]1)([CH3:4])([CH3:3])[CH3:2]. (2) The product is: [C:42]([C:44]1[CH:49]=[CH:48][CH:47]=[CH:46][C:45]=1[C:2]1[CH:32]=[CH:31][C:5]([C:6]([NH:8][CH2:9][C@H:10]2[CH2:14][CH2:13][CH2:12][N:11]2[C:15](=[O:30])[CH2:16][CH2:17][CH2:18][NH:19][C:20](=[O:29])[O:21][CH2:22][C:23]2[CH:28]=[CH:27][CH:26]=[CH:25][CH:24]=2)=[O:7])=[C:4]([NH:33][CH2:34][CH2:35][CH:36]2[CH2:41][CH2:40][CH2:39][CH2:38][O:37]2)[N:3]=1)#[N:43]. Given the reactants Cl[C:2]1[CH:32]=[CH:31][C:5]([C:6]([NH:8][CH2:9][C@H:10]2[CH2:14][CH2:13][CH2:12][N:11]2[C:15](=[O:30])[CH2:16][CH2:17][CH2:18][NH:19][C:20](=[O:29])[O:21][CH2:22][C:23]2[CH:28]=[CH:27][CH:26]=[CH:25][CH:24]=2)=[O:7])=[C:4]([NH:33][CH2:34][CH2:35][CH:36]2[CH2:41][CH2:40][CH2:39][CH2:38][O:37]2)[N:3]=1.[C:42]([C:44]1[CH:49]=[CH:48][CH:47]=[CH:46][C:45]=1B(O)O)#[N:43].C([O-])([O-])=O.[K+].[K+], predict the reaction product. (3) Given the reactants [Cl:1][C:2]1[CH:7]=[CH:6][C:5]([C:8]2[S:9][CH:10]=[C:11]([CH2:13][S:14][C:15]3[N:20]=[C:19]([N:21]([CH3:27])[CH2:22][C:23]([O:25][CH3:26])=[O:24])[C:18]([C:28]#[N:29])=[C:17]([N:30]4[CH2:35][CH2:34][CH2:33][CH2:32][CH2:31]4)[C:16]=3[C:36]#[N:37])[N:12]=2)=[CH:4][CH:3]=1.C(=O)([O-])[O-].[Cs+].[Cs+], predict the reaction product. The product is: [NH2:29][C:28]1[C:18]2[C:19](=[N:20][C:15]([S:14][CH2:13][C:11]3[N:12]=[C:8]([C:5]4[CH:4]=[CH:3][C:2]([Cl:1])=[CH:7][CH:6]=4)[S:9][CH:10]=3)=[C:16]([C:36]#[N:37])[C:17]=2[N:30]2[CH2:35][CH2:34][CH2:33][CH2:32][CH2:31]2)[N:21]([CH3:27])[C:22]=1[C:23]([O:25][CH3:26])=[O:24]. (4) The product is: [CH3:1][O:2][C:3]1[CH:21]=[C:20]([O:22][CH2:24][C:25]2[N:30]=[C:29]([C:31]3([OH:37])[CH2:36][CH2:35][O:34][CH2:33][CH2:32]3)[CH:28]=[CH:27][CH:26]=2)[C:6]2[CH:7]=[C:8]([C:10]3[N:11]=[C:12]4[N:16]([CH:17]=3)[N:15]=[C:14]([O:18][CH3:19])[S:13]4)[O:9][C:5]=2[CH:4]=1. Given the reactants [CH3:1][O:2][C:3]1[CH:4]=[C:5]2[O:9][C:8]([C:10]3[N:11]=[C:12]4[N:16]([CH:17]=3)[N:15]=[C:14]([O:18][CH3:19])[S:13]4)=[CH:7][C:6]2=[C:20]([OH:22])[CH:21]=1.O[CH2:24][C:25]1[N:30]=[C:29]([C:31]2([OH:37])[CH2:36][CH2:35][O:34][CH2:33][CH2:32]2)[CH:28]=[CH:27][CH:26]=1.C(P(CCCC)CCCC)CCC.N(C(N1CCCCC1)=O)=NC(N1CCCCC1)=O, predict the reaction product. (5) Given the reactants [Br:1][C:2]1[CH:10]=[C:9]([CH3:11])[CH:8]=[CH:7][C:3]=1[C:4]([OH:6])=[O:5].[Br:12]N1C(=O)CCC1=O.CC(N=NC(C#N)(C)C)(C#N)C, predict the reaction product. The product is: [Br:1][C:2]1[CH:10]=[C:9]([CH2:11][Br:12])[CH:8]=[CH:7][C:3]=1[C:4]([OH:6])=[O:5]. (6) The product is: [C:1]([O:5][C:6]([N:8]1[CH2:12][C@@H:11]([CH:13]=[O:14])[C@H:10]([CH2:15][C:16]2[CH:17]=[CH:18][CH:19]=[CH:20][CH:21]=2)[CH2:9]1)=[O:7])([CH3:4])([CH3:2])[CH3:3]. Given the reactants [C:1]([O:5][C:6]([N:8]1[CH2:12][C@@H:11]([CH2:13][OH:14])[C@H:10]([CH2:15][C:16]2[CH:21]=[CH:20][CH:19]=[CH:18][CH:17]=2)[CH2:9]1)=[O:7])([CH3:4])([CH3:3])[CH3:2].CC(OI1(OC(C)=O)(OC(C)=O)OC(=O)C2C=CC=CC1=2)=O, predict the reaction product. (7) Given the reactants O=P12OP3(OP(OP(O3)(O1)=O)(=O)O2)=O.[CH2:15]([C:19]1[C:20](=[O:34])[N:21]([C:28]2[CH:33]=[CH:32][CH:31]=[CH:30][CH:29]=2)[C:22]([CH:25]([Br:27])[Br:26])(O)[CH:23]=1)[CH2:16][CH2:17][CH3:18], predict the reaction product. The product is: [CH2:15]([C:19]1[C:20](=[O:34])[N:21]([C:28]2[CH:33]=[CH:32][CH:31]=[CH:30][CH:29]=2)[C:22](=[C:25]([Br:27])[Br:26])[CH:23]=1)[CH2:16][CH2:17][CH3:18].